From a dataset of Reaction yield outcomes from USPTO patents with 853,638 reactions. Predict the reaction yield, written as a fraction of the theoretical maximum amount of product (1.0 means a 100% yield; for example, 0.34 means a 34% yield). (1) The reactants are [O:1]1[CH:5]=[CH:4][CH:3]=[C:2]1[CH2:6][CH2:7][CH2:8][OH:9].CC(OI1(OC(C)=O)(OC(C)=O)OC(=O)C2C=CC=CC1=2)=O. The catalyst is C(Cl)Cl. The product is [O:1]1[CH:5]=[CH:4][CH:3]=[C:2]1[CH2:6][CH2:7][CH:8]=[O:9]. The yield is 0.730. (2) The reactants are [CH2:1]([O:8][C:9]([N:11]1[CH2:16][CH:15]=[CH:14][CH2:13][CH2:12]1)=[O:10])[C:2]1[CH:7]=[CH:6][CH:5]=[CH:4][CH:3]=1.ClC1C=C(C=CC=1)C(OO)=[O:22]. The catalyst is C(Cl)Cl. The product is [CH2:1]([O:8][C:9]([N:11]1[CH2:12][CH2:13][CH:14]2[CH:15]([O:22]2)[CH2:16]1)=[O:10])[C:2]1[CH:3]=[CH:4][CH:5]=[CH:6][CH:7]=1. The yield is 0.920. (3) The reactants are [CH3:1][C:2]1[O:6][N:5]=[CH:4][C:3]=1[NH2:7].C(O)(=O)C.[CH3:12][C:13]([CH3:15])=O.C([BH3-])#N.[Na+].[F:20][C:21]([F:32])([F:31])[C:22](O[C:22](=[O:23])[C:21]([F:32])([F:31])[F:20])=[O:23]. The catalyst is CO. The product is [F:20][C:21]([F:32])([F:31])[C:22]([N:7]([CH:13]([CH3:15])[CH3:12])[C:3]1[CH:4]=[N:5][O:6][C:2]=1[CH3:1])=[O:23]. The yield is 0.770. (4) The yield is 0.940. The reactants are F[P-](F)(F)(F)(F)F.N1(OC(N(C)C)=[N+](C)C)C2N=CC=CC=2N=N1.[C:25]([O:29][C:30]([N:32]1[CH2:37][CH2:36][C:35]([C:41]#[N:42])([C:38]([OH:40])=O)[CH2:34][CH2:33]1)=[O:31])([CH3:28])([CH3:27])[CH3:26].[Cl:43][C:44]1[CH:49]=[CH:48][C:47]([C@H:50]([NH2:52])[CH3:51])=[CH:46][CH:45]=1.CCN(C(C)C)C(C)C. The product is [Cl:43][C:44]1[CH:49]=[CH:48][C:47]([C@H:50]([NH:52][C:38]([C:35]2([C:41]#[N:42])[CH2:34][CH2:33][N:32]([C:30]([O:29][C:25]([CH3:26])([CH3:27])[CH3:28])=[O:31])[CH2:37][CH2:36]2)=[O:40])[CH3:51])=[CH:46][CH:45]=1. The catalyst is CC(N(C)C)=O.